This data is from TCR-epitope binding with 47,182 pairs between 192 epitopes and 23,139 TCRs. The task is: Binary Classification. Given a T-cell receptor sequence (or CDR3 region) and an epitope sequence, predict whether binding occurs between them. (1) The epitope is HSKKKCDEL. The TCR CDR3 sequence is CASSFDAGGNEQYF. Result: 0 (the TCR does not bind to the epitope). (2) The TCR CDR3 sequence is CASSLSAGTSLVDTQYF. The epitope is KAFSPEVIPMF. Result: 0 (the TCR does not bind to the epitope). (3) The epitope is RLDKVEAEV. Result: 0 (the TCR does not bind to the epitope). The TCR CDR3 sequence is CASSLAGSSYGYTF. (4) The epitope is KLNVGDYFV. The TCR CDR3 sequence is CSVEDGQGAYEQYF. Result: 0 (the TCR does not bind to the epitope). (5) The epitope is FLNGSCGSV. The TCR CDR3 sequence is CASSLAGGSDTQYF. Result: 0 (the TCR does not bind to the epitope). (6) The epitope is YLNTLTLAV. The TCR CDR3 sequence is CASSLWDNSGANVLTF. Result: 1 (the TCR binds to the epitope). (7) The epitope is RIFTIGTVTLK. The TCR CDR3 sequence is CSATSNGERTDTQYF. Result: 0 (the TCR does not bind to the epitope). (8) Result: 1 (the TCR binds to the epitope). The epitope is RQLLFVVEV. The TCR CDR3 sequence is CASSLAAGGPYNEQFF. (9) The epitope is GLIYNRMGAVTTEV. The TCR CDR3 sequence is CASSFGTSGNNEQFF. Result: 1 (the TCR binds to the epitope). (10) The TCR CDR3 sequence is CASSRQDADEQYF. Result: 1 (the TCR binds to the epitope). The epitope is GVAMPNLYK.